From a dataset of Reaction yield outcomes from USPTO patents with 853,638 reactions. Predict the reaction yield, written as a fraction of the theoretical maximum amount of product (1.0 means a 100% yield; for example, 0.34 means a 34% yield). (1) The reactants are [Cl:1][C:2]1[CH:11]=[CH:10][CH:9]=[C:8]2[C:3]=1[C:4]([O:13][CH3:14])=[CH:5][NH:6][C:7]2=O.O=P(Cl)(Cl)[Cl:17]. No catalyst specified. The product is [Cl:17][C:7]1[C:8]2[C:3](=[C:2]([Cl:1])[CH:11]=[CH:10][CH:9]=2)[C:4]([O:13][CH3:14])=[CH:5][N:6]=1. The yield is 0.574. (2) The reactants are C[O:2][C:3](=O)[C:4]1[CH:9]=[CH:8][C:7]([NH:10][CH2:11][C:12]2[CH:17]=[CH:16][N:15]=[CH:14][C:13]=2[Cl:18])=[N:6][CH:5]=1.[AlH4-].[Li+].O.O.O.O.O.O.O.O.O.O.S([O-])([O-])(=O)=O.[Na+].[Na+]. The catalyst is O1CCCC1. The product is [Cl:18][C:13]1[CH:14]=[N:15][CH:16]=[CH:17][C:12]=1[CH2:11][NH:10][C:7]1[N:6]=[CH:5][C:4]([CH2:3][OH:2])=[CH:9][CH:8]=1. The yield is 0.560. (3) The reactants are [BH4-].[Na+].[CH3:3][C:4]([CH3:19])([CH2:8][CH2:9][CH2:10][CH2:11][CH2:12][C:13](=[O:18])[CH2:14][CH2:15][CH2:16][CH3:17])[C:5]([OH:7])=[O:6].C([O-])([O-])=O.[Na+].[Na+].Cl. The catalyst is C(O)C.O. The product is [OH:18][CH:13]([CH2:14][CH2:15][CH2:16][CH3:17])[CH2:12][CH2:11][CH2:10][CH2:9][CH2:8][C:4]([CH3:3])([CH3:19])[C:5]([OH:7])=[O:6]. The yield is 0.350. (4) The reactants are [C:1]([C:5]1[CH:33]=[CH:32][C:8]([C:9]([NH:11][C@@H:12]([CH2:16][C:17]2[CH:22]=[CH:21][C:20](B3OC(C)(C)C(C)(C)O3)=[CH:19][CH:18]=2)[C:13]([O-:15])=[O:14])=[O:10])=[CH:7][CH:6]=1)([CH3:4])([CH3:3])[CH3:2].C([O-])(O)=O.[Na+].[Br:39][C:40]1[CH:41]=[N:42][C:43](I)=[N:44][CH:45]=1. The product is [Br:39][C:40]1[CH:41]=[N:42][C:43]([C:20]2[CH:19]=[CH:18][C:17]([CH2:16][C@H:12]([NH:11][C:9](=[O:10])[C:8]3[CH:32]=[CH:33][C:5]([C:1]([CH3:3])([CH3:2])[CH3:4])=[CH:6][CH:7]=3)[C:13]([O:15][C:1]([CH3:4])([CH3:3])[CH3:2])=[O:14])=[CH:22][CH:21]=2)=[N:44][CH:45]=1. The catalyst is C1C=CC(P(C2C=CC=CC=2)[C-]2C=CC=C2)=CC=1.C1C=CC(P(C2C=CC=CC=2)[C-]2C=CC=C2)=CC=1.Cl[Pd]Cl.[Fe+2].C(#N)C.C1COCC1.O. The yield is 0.580. (5) The reactants are Br[C:2]1[S:6][C:5]([C:7]([NH:9][C:10]2[CH:15]=[CH:14][CH:13]=[C:12]([O:16][CH3:17])[CH:11]=2)=[O:8])=[CH:4][CH:3]=1.[F:18][C:19]1[C:24]([O:25][CH3:26])=[CH:23][CH:22]=[CH:21][C:20]=1B(O)O. The catalyst is [Pd].C1(P(C2C=CC=CC=2)C2C=CC=CC=2)C=CC=CC=1.C1(P(C2C=CC=CC=2)C2C=CC=CC=2)C=CC=CC=1.C1(P(C2C=CC=CC=2)C2C=CC=CC=2)C=CC=CC=1.C1(P(C2C=CC=CC=2)C2C=CC=CC=2)C=CC=CC=1. The product is [F:18][C:19]1[C:24]([O:25][CH3:26])=[CH:23][CH:22]=[CH:21][C:20]=1[C:2]1[S:6][C:5]([C:7]([NH:9][C:10]2[CH:15]=[CH:14][CH:13]=[C:12]([O:16][CH3:17])[CH:11]=2)=[O:8])=[CH:4][CH:3]=1. The yield is 0.840. (6) The reactants are [CH:1]1([CH2:4][N:5]2[CH:9]=[C:8]([C:10]3[N:15]=[C:14]([NH:16][C:17]4[N:22]=[CH:21][C:20]5[N:23]=[C:24]([CH3:29])[N:25]([CH:26]([CH3:28])[CH3:27])[C:19]=5[CH:18]=4)[CH:13]=[CH:12][N:11]=3)[C:7]([N+:30]([O-])=O)=[N:6]2)[CH2:3][CH2:2]1.[Cl-].[NH4+].O. The catalyst is [Fe].C(O)C. The product is [NH2:30][C:7]1[C:8]([C:10]2[N:15]=[C:14]([NH:16][C:17]3[N:22]=[CH:21][C:20]4[N:23]=[C:24]([CH3:29])[N:25]([CH:26]([CH3:28])[CH3:27])[C:19]=4[CH:18]=3)[CH:13]=[CH:12][N:11]=2)=[CH:9][N:5]([CH2:4][CH:1]2[CH2:3][CH2:2]2)[N:6]=1. The yield is 0.720.